This data is from Full USPTO retrosynthesis dataset with 1.9M reactions from patents (1976-2016). The task is: Predict the reactants needed to synthesize the given product. (1) Given the product [C:30]([OH:29])(=[O:45])/[CH:33]=[CH:37]/[C:36]([OH:39])=[O:38].[F:1][C:2]1[C:3]([CH2:26][NH:27][CH3:28])=[CH:4][N:5]([S:17]([C:20]2[CH:21]=[N:22][CH:23]=[CH:24][CH:25]=2)(=[O:19])=[O:18])[C:6]=1[C:7]1[C:8]([C:13]([F:16])([F:15])[F:14])=[N:9][CH:10]=[CH:11][CH:12]=1, predict the reactants needed to synthesize it. The reactants are: [F:1][C:2]1[C:3]([CH2:26][N:27](C)[C:28](=O)[O:29][C:30]([CH3:33])(C)C)=[CH:4][N:5]([S:17]([C:20]2[CH:21]=[N:22][CH:23]=[CH:24][CH:25]=2)(=[O:19])=[O:18])[C:6]=1[C:7]1[C:8]([C:13]([F:16])([F:15])[F:14])=[N:9][CH:10]=[CH:11][CH:12]=1.[C:36]([O:39]CC)(=[O:38])[CH3:37].Cl.C([OH:45])C. (2) Given the product [Cl:29][C:30]1[CH:31]=[CH:32][C:33]([C:36]([NH:1][C:2]2[CH:3]=[C:4]3[C:24](=[CH:25][CH:26]=2)[O:23][C:22]([CH3:28])([CH3:27])[C:18]2([CH2:21][O:20][CH2:19]2)[C@@:5]23[CH2:9][O:8][C:7]([NH:10][C:11](=[O:17])[O:12][C:13]([CH3:16])([CH3:14])[CH3:15])=[N:6]2)=[O:37])=[N:34][CH:35]=1, predict the reactants needed to synthesize it. The reactants are: [NH2:1][C:2]1[CH:3]=[C:4]2[C:24](=[CH:25][CH:26]=1)[O:23][C:22]([CH3:28])([CH3:27])[C:18]1([CH2:21][O:20][CH2:19]1)[C@@:5]12[CH2:9][O:8][C:7]([NH:10][C:11](=[O:17])[O:12][C:13]([CH3:16])([CH3:15])[CH3:14])=[N:6]1.[Cl:29][C:30]1[CH:31]=[CH:32][C:33]([C:36](O)=[O:37])=[N:34][CH:35]=1.Cl.CN(C)CCCN=C=NCC.ON1C2C=CC=CC=2N=N1.C(N(CC)C(C)C)(C)C. (3) The reactants are: [Cl:1][C:2](=[CH2:7])[CH2:3][N:4]=[C:5]=[S:6].[CH2:8]([SH:15])[C:9]1[CH:14]=[CH:13][CH:12]=[CH:11][CH:10]=1.N12CCN(CC1)CC2. Given the product [CH2:8]([S:15][C:5](=[S:6])[NH:4][CH2:3][C:2]([Cl:1])=[CH2:7])[C:9]1[CH:14]=[CH:13][CH:12]=[CH:11][CH:10]=1, predict the reactants needed to synthesize it. (4) Given the product [NH2:1][C:2]1[N:3]=[C:5]([NH:4][C:7]2[CH:8]=[CH:9][C:10]([N:13]3[CH2:14][CH2:15][N:16]([CH2:19][CH:20]4[CH2:22][CH2:21]4)[CH2:17][CH2:18]3)=[CH:11][CH:12]=2)[S:6][C:24]=1[C:25]([C:27]1[CH:32]=[CH:31][CH:30]=[C:29]([O:33][CH3:34])[CH:28]=1)=[O:26], predict the reactants needed to synthesize it. The reactants are: [N:1]#[C:2][NH2:3].[N:4]([C:7]1[CH:12]=[CH:11][C:10]([N:13]2[CH2:18][CH2:17][N:16]([CH2:19][CH:20]3[CH2:22][CH2:21]3)[CH2:15][CH2:14]2)=[CH:9][CH:8]=1)=[C:5]=[S:6].Br[CH2:24][C:25]([C:27]1[CH:32]=[CH:31][CH:30]=[C:29]([O:33][CH3:34])[CH:28]=1)=[O:26]. (5) Given the product [NH2:25][C:26]1[C:27]([C:36]([N:45]([CH:39]2[CH2:44][CH2:43][CH2:42][CH2:41][CH2:40]2)[CH2:46][C:47]([O:49][CH2:50][C:51]2[CH:56]=[CH:55][CH:54]=[CH:53][CH:52]=2)=[O:48])=[O:38])=[CH:28][C:29]2[C:34]([CH:35]=1)=[CH:33][CH:32]=[CH:31][CH:30]=2, predict the reactants needed to synthesize it. The reactants are: CN(C(ON1N=NC2C=CC=NC1=2)=[N+](C)C)C.F[P-](F)(F)(F)(F)F.[NH2:25][C:26]1[C:27]([C:36]([OH:38])=O)=[CH:28][C:29]2[C:34]([CH:35]=1)=[CH:33][CH:32]=[CH:31][CH:30]=2.[CH:39]1([NH:45][CH2:46][C:47]([O:49][CH2:50][C:51]2[CH:56]=[CH:55][CH:54]=[CH:53][CH:52]=2)=[O:48])[CH2:44][CH2:43][CH2:42][CH2:41][CH2:40]1.C(N(C(C)C)CC)(C)C. (6) Given the product [NH2:1][C:2]1[C:7]([C:14]#[C:13][Si:10]([CH3:12])([CH3:11])[CH3:9])=[CH:6][CH:5]=[CH:4][N:3]=1, predict the reactants needed to synthesize it. The reactants are: [NH2:1][C:2]1[C:7](Br)=[CH:6][CH:5]=[CH:4][N:3]=1.[CH3:9][Si:10]([C:13]#[CH:14])([CH3:12])[CH3:11].C(N(C(C)C)C(C)C)C.CN1CCCC1=O. (7) Given the product [CH3:11][S:8]([C:6]1[N:7]=[C:2]([S:15][C:16]2[CH:17]=[CH:18][C:19]([NH:22][C:23]([CH:25]3[CH2:26][CH2:27]3)=[O:24])=[CH:20][CH:21]=2)[C:3]2[CH2:14][O:13][CH2:12][C:4]=2[N:5]=1)(=[O:10])=[O:9], predict the reactants needed to synthesize it. The reactants are: Cl[C:2]1[C:3]2[CH2:14][O:13][CH2:12][C:4]=2[N:5]=[C:6]([S:8]([CH3:11])(=[O:10])=[O:9])[N:7]=1.[SH:15][C:16]1[CH:21]=[CH:20][C:19]([NH:22][C:23]([CH:25]2[CH2:27][CH2:26]2)=[O:24])=[CH:18][CH:17]=1.